This data is from NCI-60 drug combinations with 297,098 pairs across 59 cell lines. The task is: Regression. Given two drug SMILES strings and cell line genomic features, predict the synergy score measuring deviation from expected non-interaction effect. (1) Drug 1: C1=CC(=C2C(=C1NCCNCCO)C(=O)C3=C(C=CC(=C3C2=O)O)O)NCCNCCO. Drug 2: C(CCl)NC(=O)N(CCCl)N=O. Cell line: SR. Synergy scores: CSS=77.4, Synergy_ZIP=-1.95, Synergy_Bliss=-2.16, Synergy_Loewe=-2.28, Synergy_HSA=0.612. (2) Drug 1: C1=CN(C=N1)CC(O)(P(=O)(O)O)P(=O)(O)O. Drug 2: CC1C(C(CC(O1)OC2CC(CC3=C2C(=C4C(=C3O)C(=O)C5=C(C4=O)C(=CC=C5)OC)O)(C(=O)CO)O)N)O.Cl. Cell line: DU-145. Synergy scores: CSS=16.9, Synergy_ZIP=-2.94, Synergy_Bliss=-4.08, Synergy_Loewe=-26.9, Synergy_HSA=-4.32. (3) Drug 1: COC1=C2C(=CC3=C1OC=C3)C=CC(=O)O2. Drug 2: C(CCl)NC(=O)N(CCCl)N=O. Cell line: HCT116. Synergy scores: CSS=-4.17, Synergy_ZIP=4.38, Synergy_Bliss=4.38, Synergy_Loewe=-6.49, Synergy_HSA=-5.65. (4) Drug 1: CC1=CC2C(CCC3(C2CCC3(C(=O)C)OC(=O)C)C)C4(C1=CC(=O)CC4)C. Drug 2: C(CCl)NC(=O)N(CCCl)N=O. Cell line: OVCAR-8. Synergy scores: CSS=4.20, Synergy_ZIP=6.81, Synergy_Bliss=3.94, Synergy_Loewe=1.12, Synergy_HSA=2.19.